The task is: Predict the reaction yield, written as a fraction of the theoretical maximum amount of product (1.0 means a 100% yield; for example, 0.34 means a 34% yield).. This data is from Reaction yield outcomes from USPTO patents with 853,638 reactions. (1) The product is [CH3:16][O:1][C:2](=[CH:6][C:7]1[CH:12]=[CH:11][C:10]([N+:13]([O-:15])=[O:14])=[CH:9][CH:8]=1)[C:3]([O:27][CH3:28])=[O:4]. The catalyst is CN(C=O)C.C(OCC)(=O)C. The reactants are [OH:1][C:2](=[CH:6][C:7]1[CH:12]=[CH:11][C:10]([N+:13]([O-:15])=[O:14])=[CH:9][CH:8]=1)[C:3](O)=[O:4].[C:16](=O)([O-])[O-].[Cs+].[Cs+].S([O:27][CH3:28])(OC)(=O)=O.O. The yield is 0.540. (2) The reactants are [Br:1][C:2]1[C:3]([N:17]2[CH2:22][CH2:21][CH2:20][C@@H:19]([NH:23]C(=O)OC(C)(C)C)[CH2:18]2)=[C:4]2[C:10]([NH:11][C:12](=[O:16])[C@@H:13]([OH:15])[CH3:14])=[CH:9][NH:8][C:5]2=[N:6][CH:7]=1.C(O)(C(F)(F)F)=O.C(Cl)[Cl:39]. No catalyst specified. The product is [ClH:39].[NH2:23][C@@H:19]1[CH2:20][CH2:21][CH2:22][N:17]([C:3]2[C:2]([Br:1])=[CH:7][N:6]=[C:5]3[NH:8][CH:9]=[C:10]([NH:11][C:12](=[O:16])[C@@H:13]([OH:15])[CH3:14])[C:4]=23)[CH2:18]1. The yield is 0.620. (3) The product is [Cl:11][C:10]1[C:2]([C:20]#[N:21])=[CH:3][C:4]([O:12][CH3:13])=[C:5]([CH:9]=1)[C:6]([OH:8])=[O:7]. The catalyst is O.C(OCC)(=O)C. The yield is 0.620. The reactants are N[C:2]1[C:10]([Cl:11])=[CH:9][C:5]([C:6]([OH:8])=[O:7])=[C:4]([O:12][CH3:13])[CH:3]=1.Cl.N([O-])=O.[Na+].[Cu](C#N)[C:20]#[N:21].[C-]#N.[Na+]. (4) The reactants are [CH3:1][CH2:2][C:3](=O)[CH:4]([CH2:6][CH3:7])[OH:5].[N:9]#[C:10][NH2:11].[O-]CC.[Na+].O. The catalyst is C(O)C. The product is [NH2:11][C:10]1[O:5][C:4]([CH2:6][CH3:7])=[C:3]([CH2:2][CH3:1])[N:9]=1. The yield is 0.297. (5) The reactants are [C:1]([C:4]1[C:22](=[O:23])[C@@:8]2([CH3:24])[C:9]3[C:15]([OH:16])=[CH:14][C:13]([O:17][CH3:18])=[C:12]([C:19]([NH2:21])=[O:20])[C:10]=3[O:11][C:7]2=[CH:6][C:5]=1[OH:25])(=[O:3])[CH3:2].[CH3:26][O:27][CH2:28][C:29]1[CH:30]=[C:31]([CH:39]=O)[C:32]2[C:37]([CH:38]=1)=[CH:36][CH:35]=[CH:34][CH:33]=2.C([SiH](CC)CC)C.FC(F)(F)C(O)=O. The catalyst is C(#N)C. The product is [C:1]([C:4]1[C:22](=[O:23])[C@@:8]2([CH3:24])[C:9]3[C:15]([OH:16])=[CH:14][C:13]([O:17][CH3:18])=[C:12]([C:19]([NH:21][CH2:39][C:31]4[C:32]5[C:37](=[CH:36][CH:35]=[CH:34][CH:33]=5)[CH:38]=[C:29]([CH2:28][O:27][CH3:26])[CH:30]=4)=[O:20])[C:10]=3[O:11][C:7]2=[CH:6][C:5]=1[OH:25])(=[O:3])[CH3:2]. The yield is 0.730. (6) The reactants are [Cl:1][C:2]1[C:3]([N:33]=[C:34]([C:41]2[CH:46]=[CH:45][CH:44]=[CH:43][CH:42]=2)[C:35]2[CH:40]=[CH:39][CH:38]=[CH:37][CH:36]=2)=[N:4][CH:5]=[CH:6][C:7]=1[O:8][C:9]1[CH:14]=[CH:13][C:12]([NH:15][C:16]([C:18]2[C:23](=[O:24])[C:22]([C:25]3[CH:30]=[CH:29][C:28]([F:31])=[CH:27][CH:26]=3)=[CH:21][NH:20][CH:19]=2)=[O:17])=[CH:11][C:10]=1[F:32].C([O-])([O-])=O.[Cs+].[Cs+].[I-].[K+].[P:55]([O:67][CH2:68]Cl)([O:62][C:63]([CH3:66])([CH3:65])[CH3:64])([O:57][C:58]([CH3:61])([CH3:60])[CH3:59])=[O:56]. The catalyst is CN(C=O)C. The product is [P:55]([O:67][CH2:68][N:20]1[CH:21]=[C:22]([C:25]2[CH:30]=[CH:29][C:28]([F:31])=[CH:27][CH:26]=2)[C:23](=[O:24])[C:18]([C:16](=[O:17])[NH:15][C:12]2[CH:13]=[CH:14][C:9]([O:8][C:7]3[CH:6]=[CH:5][N:4]=[C:3]([N:33]=[C:34]([C:41]4[CH:42]=[CH:43][CH:44]=[CH:45][CH:46]=4)[C:35]4[CH:36]=[CH:37][CH:38]=[CH:39][CH:40]=4)[C:2]=3[Cl:1])=[C:10]([F:32])[CH:11]=2)=[CH:19]1)([O:57][C:58]([CH3:61])([CH3:60])[CH3:59])([O:62][C:63]([CH3:64])([CH3:65])[CH3:66])=[O:56]. The yield is 0.720. (7) The reactants are Br[C:2]1[CH:3]=[C:4]2[C:9](=[CH:10][CH:11]=1)[N:8]=[CH:7][NH:6][C:5]2=[O:12].[CH3:13][C:14]1[CH:19]=[CH:18][CH:17]=[C:16]([CH3:20])[C:15]=1B(O)O.C(=O)([O-])[O-].[K+].[K+].C1(P(C2C=CC=CC=2)C2C=CC=CC=2)C=CC=CC=1.C(=O)(O)[O-]. The catalyst is CN(C)C(=O)C.C(O)C.O.C1C=CC(/C=C/C(/C=C/C2C=CC=CC=2)=O)=CC=1.C1C=CC(/C=C/C(/C=C/C2C=CC=CC=2)=O)=CC=1.C1C=CC(/C=C/C(/C=C/C2C=CC=CC=2)=O)=CC=1.[Pd].[Pd].C(Cl)Cl. The product is [CH3:13][C:14]1[CH:19]=[CH:18][CH:17]=[C:16]([CH3:20])[C:15]=1[C:2]1[CH:3]=[C:4]2[C:9](=[CH:10][CH:11]=1)[N:8]=[CH:7][NH:6][C:5]2=[O:12]. The yield is 0.400.